Dataset: Experimentally validated miRNA-target interactions with 360,000+ pairs, plus equal number of negative samples. Task: Binary Classification. Given a miRNA mature sequence and a target amino acid sequence, predict their likelihood of interaction. The miRNA is hsa-miR-3937 with sequence ACAGGCGGCUGUAGCAAUGGGGG. Result: 0 (no interaction). The protein sequence of the target gene is MMFGGYETIEAYEDDLYRDESSSELSVDSEVEFQLYSQIHYAQDLDDVIREEEHEEKNSGNSESSSSKPNQKKLIVLSDSEVIQLSDGSEVITLSDEDSIYRCKGKNVRVQAQENAHGLSSSLQSNELVDKKCKSDIEKPKSEERSGVIREVMIIEVSSSEEEESTISEGDNVESWMLLGCEVDDKDDDILLNLVGCENSVTEGEDGINWSISDKDIEAQIANNRTPGRWTQRYYSANKNIICRNCDKRGHLSKNCPLPRKVRRCFLCSRRGHLLYSCPAPLCEYCPVPKMLDHSCLFRH....